From a dataset of HIV replication inhibition screening data with 41,000+ compounds from the AIDS Antiviral Screen. Binary Classification. Given a drug SMILES string, predict its activity (active/inactive) in a high-throughput screening assay against a specified biological target. The molecule is COc1ccc(C2=C3c4ccccc4C4=[N+]3[Zn-2]35[N+]6=C(C(c7ccc(OC)cc7)=C7c8ccccc8C(=C4c4ccc(OC)cc4)[NH+]73)c3ccccc3C6=C(c3ccc(OC)cc3)C3=c4ccccc4=C2[NH+]35)cc1. The result is 0 (inactive).